Dataset: Forward reaction prediction with 1.9M reactions from USPTO patents (1976-2016). Task: Predict the product of the given reaction. Given the reactants [CH3:1][C:2]1[C:3]([CH2:8][N:9]([CH2:16][C:17]2[C:22]([CH3:23])=[CH:21][CH:20]=[CH:19][N:18]=2)[CH:10]2[CH2:15][CH2:14][NH:13][CH2:12][CH2:11]2)=[N:4][CH:5]=[CH:6][CH:7]=1.[S:24](N)([NH2:27])(=[O:26])=[O:25], predict the reaction product. The product is: [CH3:1][C:2]1[C:3]([CH2:8][N:9]([CH2:16][C:17]2[C:22]([CH3:23])=[CH:21][CH:20]=[CH:19][N:18]=2)[CH:10]2[CH2:15][CH2:14][N:13]([S:24]([NH2:27])(=[O:26])=[O:25])[CH2:12][CH2:11]2)=[N:4][CH:5]=[CH:6][CH:7]=1.